This data is from Catalyst prediction with 721,799 reactions and 888 catalyst types from USPTO. The task is: Predict which catalyst facilitates the given reaction. (1) Reactant: [CH3:1][N:2]([CH3:25])[C:3]1[CH:12]=[C:11]2[C:6]([CH:7]=[C:8]3[CH2:23][CH2:22][C:21](=[O:24])[C:9]3=[C:10]2[C:13]2[CH:18]=[CH:17][C:16]([CH2:19][OH:20])=[CH:15][CH:14]=2)=[CH:5][CH:4]=1.C1CCC(N=C=NC2CCCCC2)CC1.[C:41](O)(=[O:52])[CH2:42][CH2:43][CH2:44][CH2:45][CH2:46][CH2:47][CH2:48][CH2:49][CH:50]=[CH2:51]. Product: [C:41]([O:20][CH2:19][C:16]1[CH:15]=[CH:14][C:13]([C:10]2[C:11]3[C:6](=[CH:5][CH:4]=[C:3]([N:2]([CH3:25])[CH3:1])[CH:12]=3)[CH:7]=[C:8]3[CH2:23][CH2:22][C:21](=[O:24])[C:9]=23)=[CH:18][CH:17]=1)(=[O:52])[CH2:42][CH2:43][CH2:44][CH2:45][CH2:46][CH2:47][CH2:48][CH2:49][CH:50]=[CH2:51]. The catalyst class is: 79. (2) Reactant: C[N:2](/[CH:4]=[C:5]1\[CH2:6][CH2:7][C:8]2[C:9]([C:18]([O:20][CH2:21][CH3:22])=[O:19])=[N:10][N:11]([CH2:15][CH2:16][OH:17])[C:12]=2[C:13]\1=O)[CH3:3].[C:23]([O-:26])(=O)C.[K+].S(O)(O)(=O)=O.C[NH:34]C(=N)O. Product: [OH:17][CH2:16][CH2:15][N:11]1[C:12]2[C:13]3[N:34]=[C:3]([O:26][CH3:23])[N:2]=[CH:4][C:5]=3[CH2:6][CH2:7][C:8]=2[C:9]([C:18]([O:20][CH2:21][CH3:22])=[O:19])=[N:10]1. The catalyst class is: 39. (3) Reactant: C([O:8][C:9]1[C:18]([CH:19]([CH3:21])[CH3:20])=[CH:17][C:12]([C:13]([O:15][CH3:16])=[O:14])=[C:11]([O:22][CH2:23][O:24][CH3:25])[CH:10]=1)C1C=CC=CC=1. Product: [OH:8][C:9]1[C:18]([CH:19]([CH3:21])[CH3:20])=[CH:17][C:12]([C:13]([O:15][CH3:16])=[O:14])=[C:11]([O:22][CH2:23][O:24][CH3:25])[CH:10]=1. The catalyst class is: 19.